Dataset: NCI-60 drug combinations with 297,098 pairs across 59 cell lines. Task: Regression. Given two drug SMILES strings and cell line genomic features, predict the synergy score measuring deviation from expected non-interaction effect. Drug 1: CCN(CC)CCNC(=O)C1=C(NC(=C1C)C=C2C3=C(C=CC(=C3)F)NC2=O)C. Drug 2: CCC1(CC2CC(C3=C(CCN(C2)C1)C4=CC=CC=C4N3)(C5=C(C=C6C(=C5)C78CCN9C7C(C=CC9)(C(C(C8N6C)(C(=O)OC)O)OC(=O)C)CC)OC)C(=O)OC)O.OS(=O)(=O)O. Cell line: CCRF-CEM. Synergy scores: CSS=-14.4, Synergy_ZIP=13.6, Synergy_Bliss=11.0, Synergy_Loewe=-14.3, Synergy_HSA=-11.5.